Dataset: Catalyst prediction with 721,799 reactions and 888 catalyst types from USPTO. Task: Predict which catalyst facilitates the given reaction. (1) Reactant: [N:1]1[CH:6]=[CH:5][CH:4]=[CH:3][C:2]=1[CH2:7]Cl.[CH:9]([C:12]1[CH:18]=[CH:17][CH:16]=[C:15]([CH:19]([CH3:21])[CH3:20])[C:13]=1[NH2:14])([CH3:11])[CH3:10].C(N(CC)CC)C. Product: [N:1]1[CH:6]=[CH:5][CH:4]=[CH:3][C:2]=1[CH2:7][NH:14][C:13]1[C:15]([CH:19]([CH3:20])[CH3:21])=[CH:16][CH:17]=[CH:18][C:12]=1[CH:9]([CH3:11])[CH3:10]. The catalyst class is: 18. (2) Reactant: C[O-].[Na+].Cl.[NH2:5][C:6]1[S:7][C:8](Br)=[CH:9][N:10]=1.[C:12]([C:15]1[CH:16]=[C:17]([SH:21])[CH:18]=[CH:19][CH:20]=1)([OH:14])=[O:13].Cl.O1CCOC[CH2:24]1. Product: [CH3:24][O:13][C:12](=[O:14])[C:15]1[CH:20]=[CH:19][CH:18]=[C:17]([S:21][C:8]2[S:7][C:6]([NH2:5])=[N:10][CH:9]=2)[CH:16]=1. The catalyst class is: 5. (3) Reactant: Br[C:2]1[C:9]([C:10]#[N:11])=[C:8]([OH:12])[C:7]([O:13][CH3:14])=[CH:6][C:3]=1[C:4]#[N:5].[CH2:15]([C:17]1[CH:32]=[CH:31][C:20]([CH2:21]B2OC(C)(C)C(C)(C)O2)=[CH:19][CH:18]=1)[CH3:16].C(Cl)Cl.C(=O)([O-])O.[Na+]. Product: [CH2:15]([C:17]1[CH:32]=[CH:31][C:20]([CH2:21][C:2]2[C:9]([C:10]#[N:11])=[C:8]([OH:12])[C:7]([O:13][CH3:14])=[CH:6][C:3]=2[C:4]#[N:5])=[CH:19][CH:18]=1)[CH3:16]. The catalyst class is: 40. (4) Reactant: [NH:1]1[CH:5]=[C:4]([C:6]2[CH:11]=[C:10]([C:12]([O:14]C)=[O:13])[CH:9]=[CH:8][N:7]=2)[N:3]=[CH:2]1.[CH3:16][O:17][C:18]1[CH:26]=[CH:25][C:21]([CH2:22][CH2:23]Br)=[CH:20][CH:19]=1.[OH-].[Na+]. Product: [CH3:16][O:17][C:18]1[CH:26]=[CH:25][C:21]([CH2:22][CH2:23][N:1]2[CH:5]=[C:4]([C:6]3[CH:11]=[C:10]([C:12]([OH:14])=[O:13])[CH:9]=[CH:8][N:7]=3)[N:3]=[CH:2]2)=[CH:20][CH:19]=1. The catalyst class is: 5. (5) Reactant: C[N:2]([CH3:19])/[CH:3]=[CH:4]/[C:5](=O)[CH2:6][N:7]1[C:15](=[O:16])[C:14]2[C:9](=[CH:10][CH:11]=[CH:12][CH:13]=2)[C:8]1=[O:17].[NH2:20][C:21]1[NH:25][N:24]=[C:23]([C:26]2[CH:31]=[CH:30][C:29]([O:32][C:33]3[CH:38]=[CH:37][CH:36]=[CH:35][CH:34]=3)=[CH:28][CH:27]=2)[C:22]=1C#N. Product: [O:16]=[C:15]1[C:14]2[C:9](=[CH:10][CH:11]=[CH:12][CH:13]=2)[C:8](=[O:17])[N:7]1[CH2:6][C:5]1[N:25]2[N:24]=[C:23]([C:26]3[CH:31]=[CH:30][C:29]([O:32][C:33]4[CH:38]=[CH:37][CH:36]=[CH:35][CH:34]=4)=[CH:28][CH:27]=3)[C:22]([C:21]#[N:20])=[C:19]2[N:2]=[CH:3][CH:4]=1. The catalyst class is: 52. (6) Reactant: [CH:1]1([NH:4][C:5]([C:7]2[CH:8]=[C:9]([F:17])[C:10]([CH3:16])=[C:11](B(O)O)[CH:12]=2)=[O:6])[CH2:3][CH2:2]1.[C:18](=[O:21])([O-])[OH:19].[Na+].[CH:23]([OH:26])([CH3:25])[CH3:24]. Product: [CH:1]1([NH:4][C:5]([C:7]2[CH:8]=[C:9]([F:17])[C:10]([CH3:16])=[C:11]([C:24]3[CH:3]=[CH:1][C:2]([C:18]([OH:19])=[O:21])=[CH:25][C:23]=3[O:26][CH2:11][CH2:12][CH2:7][CH2:5][OH:6])[CH:12]=2)=[O:6])[CH2:3][CH2:2]1. The catalyst class is: 492.